From a dataset of TCR-epitope binding with 47,182 pairs between 192 epitopes and 23,139 TCRs. Binary Classification. Given a T-cell receptor sequence (or CDR3 region) and an epitope sequence, predict whether binding occurs between them. The epitope is CINGVCWTV. The TCR CDR3 sequence is CATSDQSREQYF. Result: 1 (the TCR binds to the epitope).